From a dataset of Full USPTO retrosynthesis dataset with 1.9M reactions from patents (1976-2016). Predict the reactants needed to synthesize the given product. (1) Given the product [CH2:1]([O:3][C:4](=[O:25])[C@H:5]([C:18]1[CH:19]=[CH:20][C:21]([Cl:24])=[CH:22][CH:23]=1)[N:6]1[C:15](=[O:16])[C:14]2[C:9](=[CH:10][CH:11]=[CH:12][CH:13]=2)[N:8]([CH2:27][C:28]2[C:32]3[C:33]([CH3:38])=[CH:34][C:35]([CH3:37])=[CH:36][C:31]=3[S:30][N:29]=2)[C:7]1=[O:17])[CH3:2], predict the reactants needed to synthesize it. The reactants are: [CH2:1]([O:3][C:4](=[O:25])[C@H:5]([C:18]1[CH:23]=[CH:22][C:21]([Cl:24])=[CH:20][CH:19]=1)[N:6]1[C:15](=[O:16])[C:14]2[C:9](=[CH:10][CH:11]=[CH:12][CH:13]=2)[NH:8][C:7]1=[O:17])[CH3:2].Br[CH2:27][C:28]1[C:32]2[C:33]([CH3:38])=[CH:34][C:35]([CH3:37])=[CH:36][C:31]=2[S:30][N:29]=1.C([O-])([O-])=O.[K+].[K+].O. (2) Given the product [CH2:16]([N:23]1[C:28](=[O:29])[C:27]([C:30]2[CH:35]=[CH:34][C:33]([O:36][C:2]3[C:11]4[C:6](=[CH:7][C:8]([O:14][CH3:15])=[C:9]([O:12][CH3:13])[CH:10]=4)[N:5]=[CH:4][CH:3]=3)=[C:32]([F:50])[CH:31]=2)=[CH:26][N:25]=[CH:24]1)[C:17]1[CH:22]=[CH:21][CH:20]=[CH:19][CH:18]=1, predict the reactants needed to synthesize it. The reactants are: Cl[C:2]1[C:11]2[C:6](=[CH:7][C:8]([O:14][CH3:15])=[C:9]([O:12][CH3:13])[CH:10]=2)[N:5]=[CH:4][CH:3]=1.[CH2:16]([N:23]1[C:28](=[O:29])[C:27]([C:30]2[CH:35]=[CH:34][C:33]([O:36]C3C4C(=CC(O)=C(OC)C=4)N=CC=3)=[C:32]([F:50])[CH:31]=2)=[CH:26][N:25]=[CH:24]1)[C:17]1[CH:22]=[CH:21][CH:20]=[CH:19][CH:18]=1. (3) Given the product [Br:1][C:2]1[C:10]2[NH:9][N:8]=[CH:7][C:6]=2[C:5]2[CH2:11][O:16][C:15](=[O:17])[C@H:14]([CH2:18][C:19]([OH:21])=[O:20])[CH2:13][C:4]=2[CH:3]=1, predict the reactants needed to synthesize it. The reactants are: [Br:1][C:2]1[CH:3]=[C:4]([CH2:13][C@@H:14]([CH2:18][C:19]([OH:21])=[O:20])[C:15]([OH:17])=[O:16])[C:5]([CH2:11]O)=[C:6]2[C:10]=1[NH:9][N:8]=[CH:7]2.O.C1(C)C=CC(S(O)(=O)=O)=CC=1. (4) Given the product [CH2:50]([NH:55][C:36]([C@:20]12[CH2:32][CH2:31][C@@H:30]([C:33]([CH3:35])=[CH2:34])[C@@H:21]1[C@@H:22]1[C@@:17]([CH3:39])([CH2:18][CH2:19]2)[C@@:16]2([CH3:40])[C@@H:25]([C@:26]3([CH3:29])[C@@H:13]([CH2:14][CH2:15]2)[C:12]([CH3:42])([CH3:41])[C:11]([C:8]2[CH:7]=[CH:6][C:5]([C:3]([O:2][CH3:1])=[O:4])=[CH:10][CH:9]=2)=[CH:28][CH2:27]3)[CH2:24][CH2:23]1)=[O:37])[CH2:51][CH:52]([CH3:54])[CH3:53], predict the reactants needed to synthesize it. The reactants are: [CH3:1][O:2][C:3]([C:5]1[CH:10]=[CH:9][C:8]([C:11]2[C:12]([CH3:42])([CH3:41])[C@H:13]3[C@:26]([CH3:29])([CH2:27][CH:28]=2)[C@@H:25]2[C@:16]([CH3:40])([C@@:17]4([CH3:39])[C@H:22]([CH2:23][CH2:24]2)[C@H:21]2[C@H:30]([C:33]([CH3:35])=[CH2:34])[CH2:31][CH2:32][C@:20]2([C:36](O)=[O:37])[CH2:19][CH2:18]4)[CH2:15][CH2:14]3)=[CH:7][CH:6]=1)=[O:4].C(NC(C)C)(C)C.[CH2:50]([NH2:55])[CH2:51][CH:52]([CH3:54])[CH3:53].CN(C(ON1N=NC2C=CC=NC1=2)=[N+](C)C)C.F[P-](F)(F)(F)(F)F.